Dataset: Drug-target binding data from BindingDB using IC50 measurements. Task: Regression. Given a target protein amino acid sequence and a drug SMILES string, predict the binding affinity score between them. We predict pIC50 (pIC50 = -log10(IC50 in M); higher means more potent). Dataset: bindingdb_ic50. (1) The drug is COc1cc2nc(C)nc(-c3cc(OCC4CC4)cc(OCC4CC4)c3)c2cc1OC. The target protein (P14646) has sequence MKKSRSVMAVTADDNLKDYFECSLSKSYSSSSYTLGIDLWRGRRCCSGNLQLPPLSQRQSERARTPEGDGISRPTTLPLTTLPSIAITTVSQECFDVENGPSPGRSPLDPQASSSSGLVLHAAFPGHSQRRESFLYRSDSDYDLSPKAMSRNSSLPSEQHGDDLIVTPFAQVLASLRIVRNNFTLLTNLHGAPNKRSPAASQAPVTRVSLQEESYQKLAMETLEELDWCLDQLETIQTYRSVSEMASNKFKRMLNRELTHLSEMSRSGNQVSEYISNTFLDKQNDVEIPSPTQKDREKKKKQQLMTQISGVKKLMHSSSLNNTSISRFGVNTENEDHLAKELEDLNKWGLNIFNVAGYSHNRPLTCIMYAIFQERDLLKTFKISSDTFVTYMMTLEDHYHSDVAYHNSLHAADVAQSTHVLLSTPALDAVFTDLEILAAIFAAAIHDVDHPGVSNQFLINTNSELALMYNDESVLENHHLAVGFKLLQEEHCDIFQNLTK.... The pIC50 is 6.2. (2) The drug is CCCCCCCCCCCCCCCCC1=C[C@H](C(=O)OCC)[C@H]2C(=O)C(C(=O)OC)=C(CCCCCCCCCCCCCCCC)[C@H]2[C@@H]1C(=O)OC. The target protein (P04053) has sequence MDPPRASHLSPRKKRPRQTGALMASSPQDIKFQDLVVFILEKKMGTTRRAFLMELARRKGFRVENELSDSVTHIVAENNSGSDVLEWLQAQKVQVSSQPELLDVSWLIECIRAGKPVEMTGKHQLVVRRDYSDSTNPGPPKTPPIAVQKISQYACQRRTTLNNCNQIFTDAFDILAENCEFRENEDSCVTFMRAASVLKSLPFTIISMKDTEGIPCLGSKVKGIIEEIIEDGESSEVKAVLNDERYQSFKLFTSVFGVGLKTSEKWFRMGFRTLSKVRSDKSLKFTRMQKAGFLYYEDLVSCVTRAEAEAVSVLVKEAVWAFLPDAFVTMTGGFRRGKKMGHDVDFLITSPGSTEDEEQLLQKVMNLWEKKGLLLYYDLVESTFEKLRLPSRKVDALDHFQKCFLIFKLPRQRVDSDQSSWQEGKTWKAIRVDLVLCPYERRAFALLGWTGSRQFERDLRRYATHERKMILDNHALYDKTKRIFLKAESEEEIFAHLGLD.... The pIC50 is 4.3.